From a dataset of Catalyst prediction with 721,799 reactions and 888 catalyst types from USPTO. Predict which catalyst facilitates the given reaction. (1) Reactant: [CH3:1][O:2][C:3]1[CH:8]=[CH:7][C:6](/[CH:9]=[CH:10]/[C:11](OCC)=[O:12])=[C:5]([N+:16]([O-])=O)[CH:4]=1. Product: [CH3:1][O:2][C:3]1[CH:4]=[C:5]2[C:6]([CH:9]=[CH:10][C:11](=[O:12])[NH:16]2)=[CH:7][CH:8]=1. The catalyst class is: 180. (2) Reactant: II.C(O)(=O)C.[Br:7][C:8]1[CH:13]=[C:12]([S:14](Cl)(=O)=O)[CH:11]=[CH:10][C:9]=1[O:18][S:19]([CH3:22])(=[O:21])=[O:20]. Product: [CH3:22][S:19]([O:18][C:9]1[CH:10]=[CH:11][C:12]([SH:14])=[CH:13][C:8]=1[Br:7])(=[O:20])=[O:21]. The catalyst class is: 6. (3) Reactant: Br[CH2:2][C:3]1[N:13]([CH2:14][C:15]([CH3:18])([CH3:17])[CH3:16])[C:6]2[N:7]=[C:8]([C:11]#[N:12])[N:9]=[CH:10][C:5]=2[CH:4]=1.[CH3:19][O:20][C:21]1[CH:26]=[C:25]([O:27][CH3:28])[CH:24]=[CH:23][C:22]=1[CH:29]1[CH2:34][CH2:33][NH:32][CH2:31][CH2:30]1.C(=O)([O-])[O-].[K+].[K+]. Product: [CH3:19][O:20][C:21]1[CH:26]=[C:25]([O:27][CH3:28])[CH:24]=[CH:23][C:22]=1[CH:29]1[CH2:30][CH2:31][N:32]([CH2:2][C:3]2[N:13]([CH2:14][C:15]([CH3:18])([CH3:17])[CH3:16])[C:6]3[N:7]=[C:8]([C:11]#[N:12])[N:9]=[CH:10][C:5]=3[CH:4]=2)[CH2:33][CH2:34]1. The catalyst class is: 372.